Dataset: Full USPTO retrosynthesis dataset with 1.9M reactions from patents (1976-2016). Task: Predict the reactants needed to synthesize the given product. (1) Given the product [N:1]1[N:2]=[C:3]([NH:6][C:7]2[CH:12]=[C:11]([N:32]3[CH2:33][CH2:34][C@H:30]([F:29])[CH2:31]3)[N:10]=[C:9]([S:14][C:15]3[CH:20]=[CH:19][C:18]([NH:21][C:22](=[O:28])[CH2:23][C:24]([F:27])([F:26])[F:25])=[CH:17][CH:16]=3)[N:8]=2)[NH:4][CH:5]=1, predict the reactants needed to synthesize it. The reactants are: [N:1]1[NH:2][C:3]([NH:6][C:7]2[CH:12]=[C:11](Cl)[N:10]=[C:9]([S:14][C:15]3[CH:20]=[CH:19][C:18]([NH:21][C:22](=[O:28])[CH2:23][C:24]([F:27])([F:26])[F:25])=[CH:17][CH:16]=3)[N:8]=2)=[N:4][CH:5]=1.[F:29][C@H:30]1[CH2:34][CH2:33][NH:32][CH2:31]1.Cl.CCN(C(C)C)C(C)C. (2) Given the product [CH3:16][N:15]([CH3:17])[CH2:14][CH2:13][O:12][C:11]1[CH:18]=[CH:19][CH:20]=[CH:21][C:10]=1[OH:9], predict the reactants needed to synthesize it. The reactants are: Cl.C([O:9][C:10]1[CH:21]=[CH:20][CH:19]=[CH:18][C:11]=1[O:12][CH2:13][CH2:14][N:15]([CH3:17])[CH3:16])C1C=CC=CC=1.